Dataset: Catalyst prediction with 721,799 reactions and 888 catalyst types from USPTO. Task: Predict which catalyst facilitates the given reaction. (1) Reactant: [CH3:1][O:2][C:3]1[CH:11]=[C:10]2[C:6]([CH:7]=[C:8]([C:12](OC)=[O:13])[NH:9]2)=[CH:5][C:4]=1[CH3:16].[NH3:17]. Product: [CH3:1][O:2][C:3]1[CH:11]=[C:10]2[C:6]([CH:7]=[C:8]([C:12]([NH2:17])=[O:13])[NH:9]2)=[CH:5][C:4]=1[CH3:16]. The catalyst class is: 5. (2) Reactant: [Li+].[OH-].[CH3:3][N:4]([CH3:43])[C:5](=[O:42])[CH2:6][C@@H:7]([C:38]([O:40]C)=[O:39])[NH:8][C:9]([C:11]1[CH:16]=[CH:15][C:14]([C:17]2[CH:22]=[CH:21][C:20]([O:23][CH3:24])=[CH:19][CH:18]=2)=[CH:13][C:12]=1[NH:25][C:26]([NH:28][C:29]1[C:34]([CH3:35])=[CH:33][C:32]([CH3:36])=[CH:31][C:30]=1[CH3:37])=[O:27])=[O:10]. Product: [CH3:43][N:4]([CH3:3])[C:5](=[O:42])[CH2:6][C@@H:7]([C:38]([OH:40])=[O:39])[NH:8][C:9]([C:11]1[CH:16]=[CH:15][C:14]([C:17]2[CH:22]=[CH:21][C:20]([O:23][CH3:24])=[CH:19][CH:18]=2)=[CH:13][C:12]=1[NH:25][C:26]([NH:28][C:29]1[C:30]([CH3:37])=[CH:31][C:32]([CH3:36])=[CH:33][C:34]=1[CH3:35])=[O:27])=[O:10]. The catalyst class is: 776. (3) Reactant: [CH3:1][S-:2].[Na+].Cl[C:5]1[C:6]2[O:13][CH:12]=[CH:11][C:7]=2[N:8]=[CH:9][N:10]=1.C(=O)([O-])[O-].[Na+].[Na+]. Product: [CH3:1][S:2][C:5]1[C:6]2[O:13][CH:12]=[CH:11][C:7]=2[N:8]=[CH:9][N:10]=1. The catalyst class is: 23. (4) Reactant: Cl.[NH2:2][C@@H:3]([CH3:22])[CH2:4][O:5][C:6]1[N:11]=[C:10]([NH:12][C:13]2[C:14](=[O:21])[N:15]([CH3:20])[CH:16]=[C:17]([Br:19])[CH:18]=2)[CH:9]=[CH:8][CH:7]=1.[C:23](Cl)(=[O:26])[CH:24]=[CH2:25]. Product: [Br:19][C:17]1[CH:18]=[C:13]([NH:12][C:10]2[N:11]=[C:6]([O:5][CH2:4][C@@H:3]([NH:2][C:23](=[O:26])[CH:24]=[CH2:25])[CH3:22])[CH:7]=[CH:8][CH:9]=2)[C:14](=[O:21])[N:15]([CH3:20])[CH:16]=1. The catalyst class is: 2. (5) Reactant: [Br:1][C:2]1[CH:3]=[N:4][CH:5]=[C:6]([OH:8])[CH:7]=1.C(=O)([O-])[O-].[Cs+].[Cs+].Cl[CH2:16][C:17]#[N:18]. Product: [Br:1][C:2]1[CH:7]=[C:6]([O:8][CH2:16][C:17]#[N:18])[CH:5]=[N:4][CH:3]=1. The catalyst class is: 10.